The task is: Predict the product of the given reaction.. This data is from Forward reaction prediction with 1.9M reactions from USPTO patents (1976-2016). (1) Given the reactants [CH2:1]([O:5][CH2:6][CH2:7][O:8][C:9]1[CH:14]=[CH:13][C:12]([C:15]2[CH:16]=[CH:17][C:18]3[N:24]([C:25](=[O:30])[C:26]([F:29])([F:28])[F:27])[CH2:23][CH2:22][C:21]([C:31](O)=[O:32])=[CH:20][C:19]=3[CH:34]=2)=[CH:11][CH:10]=1)[CH2:2][CH2:3][CH3:4].ON1C2C=CC=CC=2N=N1.Cl.C(N=C=NCCCN(C)C)C.[NH2:57][C:58]1[CH:63]=[CH:62][C:61]([CH:64]([C:66]2[C:71]([CH3:72])=[CH:70][CH:69]=[CH:68][N:67]=2)[OH:65])=[CH:60][CH:59]=1, predict the reaction product. The product is: [CH2:1]([O:5][CH2:6][CH2:7][O:8][C:9]1[CH:10]=[CH:11][C:12]([C:15]2[CH:16]=[CH:17][C:18]3[N:24]([C:25](=[O:30])[C:26]([F:29])([F:27])[F:28])[CH2:23][CH2:22][C:21]([C:31]([NH:57][C:58]4[CH:63]=[CH:62][C:61]([CH:64]([OH:65])[C:66]5[C:71]([CH3:72])=[CH:70][CH:69]=[CH:68][N:67]=5)=[CH:60][CH:59]=4)=[O:32])=[CH:20][C:19]=3[CH:34]=2)=[CH:13][CH:14]=1)[CH2:2][CH2:3][CH3:4]. (2) Given the reactants I[C:2]1[N:6]=[C:5]([C:7]2[CH:12]=[CH:11][CH:10]=[C:9]([O:13][C:14]([F:17])([F:16])[F:15])[CH:8]=2)[N:4]([CH3:18])[C:3]=1[C:19]([N:21]1[CH2:26][CH2:25][CH:24]([N:27]2[CH2:31][CH2:30][CH2:29][CH2:28]2)[CH2:23][CH2:22]1)=[O:20].[N:32]1[CH:37]=[CH:36][C:35](B(O)O)=[CH:34][CH:33]=1, predict the reaction product. The product is: [CH3:18][N:4]1[C:3]([C:19]([N:21]2[CH2:26][CH2:25][CH:24]([N:27]3[CH2:31][CH2:30][CH2:29][CH2:28]3)[CH2:23][CH2:22]2)=[O:20])=[C:2]([C:35]2[CH:36]=[CH:37][N:32]=[CH:33][CH:34]=2)[N:6]=[C:5]1[C:7]1[CH:12]=[CH:11][CH:10]=[C:9]([O:13][C:14]([F:17])([F:16])[F:15])[CH:8]=1.